From a dataset of Full USPTO retrosynthesis dataset with 1.9M reactions from patents (1976-2016). Predict the reactants needed to synthesize the given product. Given the product [Si:37]([O:36][C@@H:32]1[C@@H:33]([CH3:35])[CH2:34][N:29]([C:21]2[C:20]([NH:19][C:15]([C:13]3[CH:12]=[CH:11][C:10]([F:18])=[C:9]([C:3]4[C:4]([F:8])=[CH:5][CH:6]=[CH:7][C:2]=4[F:1])[N:14]=3)=[O:17])=[CH:25][N:24]=[C:23]3[O:26][CH2:27][CH2:28][C:22]=23)[CH2:30][C@H:31]1[NH:44][C:45](=[O:51])[O:46][CH2:61][CH2:62][CH2:63][CH3:64])([C:40]([CH3:41])([CH3:42])[CH3:43])([CH3:39])[CH3:38], predict the reactants needed to synthesize it. The reactants are: [F:1][C:2]1[CH:7]=[CH:6][CH:5]=[C:4]([F:8])[C:3]=1[C:9]1[N:14]=[C:13]([C:15]([OH:17])=O)[CH:12]=[CH:11][C:10]=1[F:18].[NH2:19][C:20]1[C:21]([N:29]2[CH2:34][C@H:33]([CH3:35])[C@@H:32]([O:36][Si:37]([C:40]([CH3:43])([CH3:42])[CH3:41])([CH3:39])[CH3:38])[C@H:31]([NH:44][C:45](=[O:51])[O:46]C(C)(C)C)[CH2:30]2)=[C:22]2[CH2:28][CH2:27][O:26][C:23]2=[N:24][CH:25]=1.CN(C(ON1N=N[C:62]2[CH:63]=[CH:64]C=N[C:61]1=2)=[N+](C)C)C.F[P-](F)(F)(F)(F)F.CCN(C(C)C)C(C)C.